Task: Binary Classification. Given a drug SMILES string, predict its activity (active/inactive) in a high-throughput screening assay against a specified biological target.. Dataset: HIV replication inhibition screening data with 41,000+ compounds from the AIDS Antiviral Screen (1) The drug is NNc1nc2ccccc2c(=O)n1NC(=O)C(=O)Nc1cccc(C(F)(F)F)c1. The result is 0 (inactive). (2) The molecule is CCOC(=O)N(c1ccccc1)c1cc(=O)n2ccccc2n1. The result is 0 (inactive). (3) The molecule is CC(C)(C)c1cc(S(=O)(=O)O)c2oc(-c3ccccc3)cc(=O)c2c1. The result is 0 (inactive). (4) The drug is CC1OC(OCC2OC(Oc3c(-c4ccc(O)c(O)c4)oc4cc(O)cc(O)c4c3=O)C(O)C(O)C2O)C(O)C(O)C1O. The result is 0 (inactive). (5) The drug is CCCCCCOc1ccc(C(=O)NOC)cc1. The result is 0 (inactive). (6) The compound is c1ccc(NNCC[PH](c2ccccc2)(c2ccccc2)c2ccccc2)cc1. The result is 0 (inactive).